Task: Regression. Given two drug SMILES strings and cell line genomic features, predict the synergy score measuring deviation from expected non-interaction effect.. Dataset: NCI-60 drug combinations with 297,098 pairs across 59 cell lines Drug 1: C1CC(=O)NC(=O)C1N2CC3=C(C2=O)C=CC=C3N. Drug 2: CS(=O)(=O)CCNCC1=CC=C(O1)C2=CC3=C(C=C2)N=CN=C3NC4=CC(=C(C=C4)OCC5=CC(=CC=C5)F)Cl. Cell line: RXF 393. Synergy scores: CSS=2.54, Synergy_ZIP=0.704, Synergy_Bliss=2.85, Synergy_Loewe=-0.586, Synergy_HSA=-0.575.